Task: Predict the reactants needed to synthesize the given product.. Dataset: Full USPTO retrosynthesis dataset with 1.9M reactions from patents (1976-2016) (1) Given the product [NH3:13].[Cl:7][C:8]1[CH:9]=[CH:10][C:11]2[CH2:12][N:27]([CH3:26])[CH2:14][CH:15]([C:19]3[CH:24]=[C:23]([CH3:25])[CH:22]=[CH:21][N:20]=3)[O:16][C:17]=2[N:18]=1, predict the reactants needed to synthesize it. The reactants are: C=O.C(O)(=O)C.[Cl:7][C:8]1[CH:9]=[CH:10][C:11]2[CH2:12][NH:13][CH2:14][CH:15]([C:19]3[CH:24]=[C:23]([CH3:25])[CH:22]=[CH:21][N:20]=3)[O:16][C:17]=2[N:18]=1.[C:26]([BH3-])#[N:27].[Na+]. (2) Given the product [CH3:22][O:23][C:24]1[CH:25]=[C:26]([CH:30]=[CH:31][CH:32]=1)[C:27]([NH:1][C:2]1[C:11]2[C:6](=[CH:7][CH:8]=[CH:9][CH:10]=2)[CH:5]=[CH:4][C:3]=1[C:12]([OH:21])([C:13]([F:14])([F:15])[F:16])[C:17]([F:18])([F:19])[F:20])=[O:28], predict the reactants needed to synthesize it. The reactants are: [NH2:1][C:2]1[C:11]2[C:6](=[CH:7][CH:8]=[CH:9][CH:10]=2)[CH:5]=[CH:4][C:3]=1[C:12]([OH:21])([C:17]([F:20])([F:19])[F:18])[C:13]([F:16])([F:15])[F:14].[CH3:22][O:23][C:24]1[CH:25]=[C:26]([CH:30]=[CH:31][CH:32]=1)[C:27](Cl)=[O:28]. (3) Given the product [CH3:1][N:2]1[CH2:7][CH2:6][N:5]([CH2:8][CH2:10][C:11]2[CH:17]=[CH:16][C:14]([NH2:15])=[CH:13][CH:12]=2)[CH2:4][CH2:3]1, predict the reactants needed to synthesize it. The reactants are: [CH3:1][N:2]1[CH2:7][CH2:6][N:5]([C:8]([CH2:10][C:11]2[CH:17]=[CH:16][C:14]([NH2:15])=[CH:13][CH:12]=2)=O)[CH2:4][CH2:3]1.[H-].[Al+3].[Li+].[H-].[H-].[H-]. (4) Given the product [CH3:18][C:19]1[CH:28]=[CH:27][C:22]([C:23]([OH:25])=[O:24])=[C:21]([N:29]2[N:30]=[CH:31][CH:32]=[N:33]2)[CH:20]=1, predict the reactants needed to synthesize it. The reactants are: CC1C(C2OC=CN=2)=C(C=CC=1)C(OCC)=O.[CH3:18][C:19]1[CH:28]=[CH:27][C:22]([C:23]([O:25]C)=[O:24])=[C:21]([N:29]2[N:33]=[CH:32][CH:31]=[N:30]2)[CH:20]=1. (5) Given the product [Cl:1][C:2]1[N:3]=[C:4]2[CH:9]=[CH:8][C:7]([CH2:12][CH2:13][CH3:14])=[N:6][N:5]2[CH:11]=1, predict the reactants needed to synthesize it. The reactants are: [Cl:1][C:2]1[N:3]=[C:4]2[CH:9]=[CH:8][C:7](Cl)=[N:6][N:5]2[CH:11]=1.[CH2:12]([Mg]Br)[CH2:13][CH3:14].Cl. (6) Given the product [Cl:31][C:28]1[C:27]([NH:32][S:33]([CH3:36])(=[O:35])=[O:34])=[CH:26][C:25]([NH:24][C:2]2[C:7]([C:8]3[N:16]=[C:15]([CH3:17])[N:14]=[C:13]4[C:9]=3[N:10]=[CH:11][NH:12]4)=[CH:6][CH:5]=[CH:4][N:3]=2)=[CH:30][N:29]=1, predict the reactants needed to synthesize it. The reactants are: F[C:2]1[C:7]([C:8]2[N:16]=[C:15]([CH3:17])[N:14]=[C:13]3[C:9]=2[N:10]=[CH:11][N:12]3C2CCCCO2)=[CH:6][CH:5]=[CH:4][N:3]=1.[NH2:24][C:25]1[CH:26]=[C:27]([NH:32][S:33]([CH3:36])(=[O:35])=[O:34])[C:28]([Cl:31])=[N:29][CH:30]=1.[Li+].C[Si]([N-][Si](C)(C)C)(C)C.